The task is: Predict the reactants needed to synthesize the given product.. This data is from Full USPTO retrosynthesis dataset with 1.9M reactions from patents (1976-2016). (1) Given the product [CH2:1]([N:8]([CH2:24][C@H:25]([OH:47])[CH2:26][O:27][C:28]1[CH:33]=[CH:32][C:31]([O:34][CH2:35][C:36]2[CH:37]=[CH:38][CH:39]=[CH:40][CH:41]=2)=[C:30]([NH:42][S:43]([CH3:46])(=[O:44])=[O:45])[CH:29]=1)[C@H:9]1[CH2:10][CH2:11][C@H:12]([C:15]2[CH:23]=[CH:22][C:18]([C:19]([NH:69][CH2:70][CH2:71][C:72]3[C:80]4[C:75](=[CH:76][CH:77]=[CH:78][CH:79]=4)[NH:74][CH:73]=3)=[O:20])=[CH:17][CH:16]=2)[CH2:13][CH2:14]1)[C:2]1[CH:7]=[CH:6][CH:5]=[CH:4][CH:3]=1, predict the reactants needed to synthesize it. The reactants are: [CH2:1]([N:8]([CH2:24][C@H:25]([OH:47])[CH2:26][O:27][C:28]1[CH:33]=[CH:32][C:31]([O:34][CH2:35][C:36]2[CH:41]=[CH:40][CH:39]=[CH:38][CH:37]=2)=[C:30]([NH:42][S:43]([CH3:46])(=[O:45])=[O:44])[CH:29]=1)[C@H:9]1[CH2:14][CH2:13][C@H:12]([C:15]2[CH:23]=[CH:22][C:18]([C:19](O)=[O:20])=[CH:17][CH:16]=2)[CH2:11][CH2:10]1)[C:2]1[CH:7]=[CH:6][CH:5]=[CH:4][CH:3]=1.ON1C2C=CC=CC=2N=N1.C(N=C=NCCCN(C)C)C.[NH2:69][CH2:70][CH2:71][C:72]1[C:80]2[C:75](=[CH:76][CH:77]=[CH:78][CH:79]=2)[NH:74][CH:73]=1. (2) Given the product [Cl:10][CH2:11][C:12]([NH:1][C:2]1[C:7]([Br:8])=[N:6][C:5]([Br:9])=[CH:4][N:3]=1)=[O:13], predict the reactants needed to synthesize it. The reactants are: [NH2:1][C:2]1[C:7]([Br:8])=[N:6][C:5]([Br:9])=[CH:4][N:3]=1.[Cl:10][CH2:11][C:12](O[C:12](=[O:13])[CH2:11][Cl:10])=[O:13]. (3) Given the product [N+:1]([C:4]1[CH:9]=[C:8]([N+:10]([O-:12])=[O:11])[CH:7]=[CH:6][C:5]=1[O:13][C:23](=[O:24])[C:22]([Br:21])([CH3:27])[CH3:26])([O-:3])=[O:2], predict the reactants needed to synthesize it. The reactants are: [N+:1]([C:4]1[CH:9]=[C:8]([N+:10]([O-:12])=[O:11])[CH:7]=[CH:6][C:5]=1[OH:13])([O-:3])=[O:2].C(N(CC)CC)C.[Br:21][C:22]([CH3:27])([CH3:26])[C:23](Br)=[O:24].